From a dataset of Full USPTO retrosynthesis dataset with 1.9M reactions from patents (1976-2016). Predict the reactants needed to synthesize the given product. (1) Given the product [CH2:1]([C:3]([C:19]1[CH:20]=[CH:21][C:22]([F:34])=[C:23](/[CH:25]=[CH:26]/[C:27]([OH:29])=[O:28])[CH:24]=1)=[C:4]([C:12]1[CH:13]=[CH:14][C:15]([OH:18])=[CH:16][CH:17]=1)[C:5]1[CH:10]=[CH:9][C:8]([OH:11])=[CH:7][CH:6]=1)[CH3:2], predict the reactants needed to synthesize it. The reactants are: [CH2:1]([C:3]([C:19]1[CH:20]=[CH:21][C:22]([F:34])=[C:23](/[CH:25]=[CH:26]/[C:27]([O:29]C(C)(C)C)=[O:28])[CH:24]=1)=[C:4]([C:12]1[CH:17]=[CH:16][C:15]([OH:18])=[CH:14][CH:13]=1)[C:5]1[CH:10]=[CH:9][C:8]([OH:11])=[CH:7][CH:6]=1)[CH3:2].[OH-].[Na+].Cl. (2) Given the product [CH2:2]1[N:18]([CH2:19][CH2:20][S:21]([OH:24])(=[O:22])=[O:23])[CH2:16][CH2:15][O:4][CH2:3]1.[OH2:17], predict the reactants needed to synthesize it. The reactants are: C(O)[C:2](N)(CO)[CH2:3][OH:4].[Cl-].[Cl-].[Ca+2].C[C@@H]([C@@H]1[C@@]2(C)[C@@H](O)C[C@@H]3[C@@]4(C)CC[C@@H](O)C[C@H]4C[C@@H](O)[C@H]3[C@@H]2CC1)C[CH2:15][C:16]([NH:18][CH2:19][CH2:20][S:21]([O-:24])(=[O:23])=[O:22])=[O:17].[Na+].C(O)[C@H]1O[C@H](O[C@]2(CO)O[C@H](CO)[C@@H](O)[C@@H]2O)[C@H](O)[C@@H](O)[C@@H]1O. (3) Given the product [Cl:26][C:21]1[CH:20]=[C:19]([CH2:18][N:12]2[C:11]3[CH:6]([CH2:5][C:4]([OH:27])=[O:3])[CH2:7][CH2:8][CH2:9][C:10]=3[N:14]=[C:13]2[CH:15]([CH3:17])[CH3:16])[CH:24]=[CH:23][C:22]=1[Cl:25], predict the reactants needed to synthesize it. The reactants are: C([O:3][C:4](=[O:27])[CH2:5][CH:6]1[C:11]2[N:12]([CH2:18][C:19]3[CH:24]=[CH:23][C:22]([Cl:25])=[C:21]([Cl:26])[CH:20]=3)[C:13]([CH:15]([CH3:17])[CH3:16])=[N:14][C:10]=2[CH2:9][CH2:8][CH2:7]1)C.[OH-].[Na+].Cl. (4) Given the product [NH2:7][C@H:8]([C:12]([N:14]1[CH2:21][CH2:20][CH2:19][C@H:15]1[C:16]([OH:18])=[O:17])=[O:13])[CH:9]([CH3:11])[CH3:10].[CH3:39][C@@H:40]1[O:45][C@@H:44]([O:46][C@@H:47]2[C:52]3=[C:53]([OH:70])[C:54]4[C:66](=[O:67])[C:65]5[C:60](=[CH:61][CH:62]=[CH:63][C:64]=5[O:68][CH3:69])[C:58](=[O:59])[C:55]=4[C:56]([OH:57])=[C:51]3[CH2:50][C@@:49]([OH:75])([C:71]([CH2:73][OH:74])=[O:72])[CH2:48]2)[CH2:43][C@H:42]([NH2:76])[C@@H:41]1[OH:77], predict the reactants needed to synthesize it. The reactants are: N1CCCCC1.[NH:7](C(OCC1C2C(=CC=CC=2)C2C1=CC=CC=2)=O)[C@H:8]([C:12]([N:14]1[CH2:21][CH2:20][CH2:19][C@H:15]1[C:16]([OH:18])=[O:17])=[O:13])[CH:9]([CH3:11])[CH3:10].[CH3:39][C@@H:40]1[O:45][C@@H:44]([O:46][C@@H:47]2[C:52]3=[C:53]([OH:70])[C:54]4[C:66](=[O:67])[C:65]5[C:60](=[CH:61][CH:62]=[CH:63][C:64]=5[O:68][CH3:69])[C:58](=[O:59])[C:55]=4[C:56]([OH:57])=[C:51]3[CH2:50][C@@:49]([OH:75])([C:71]([CH2:73][OH:74])=[O:72])[CH2:48]2)[CH2:43][C@H:42]([NH2:76])[C@@H:41]1[OH:77]. (5) Given the product [BrH:11].[Br:11][C:8]1[CH:7]=[C:3]([C:4]([NH2:6])=[O:5])[C:2](=[NH:1])[N:10]([CH2:16][C:15]2[CH:18]=[CH:19][CH:20]=[C:13]([Cl:12])[CH:14]=2)[CH:9]=1, predict the reactants needed to synthesize it. The reactants are: [NH2:1][C:2]1[N:10]=[CH:9][C:8]([Br:11])=[CH:7][C:3]=1[C:4]([NH2:6])=[O:5].[Cl:12][C:13]1[CH:14]=[C:15]([CH:18]=[CH:19][CH:20]=1)[CH2:16]Br. (6) The reactants are: [CH3:1][O:2][C:3](=[O:36])[C:4]1[CH:9]=[C:8]([C:10]2[CH:15]=[CH:14][C:13]([F:16])=[CH:12][CH:11]=2)[C:7]([CH:17]([CH3:19])[CH3:18])=[N:6][C:5]=1[N:20]1[CH2:25][CH2:24][N:23](CC2C=CC(OC)=CC=2)[C@H:22]([CH3:35])[CH2:21]1. Given the product [F:16][C:13]1[CH:14]=[CH:15][C:10]([C:8]2[C:7]([CH:17]([CH3:19])[CH3:18])=[N:6][C:5]([N:20]3[CH2:25][CH2:24][NH:23][C@H:22]([CH3:35])[CH2:21]3)=[C:4]([CH:9]=2)[C:3]([O:2][CH3:1])=[O:36])=[CH:11][CH:12]=1, predict the reactants needed to synthesize it. (7) Given the product [Cl:22][C:23]1[CH:24]=[C:25]([C:29]2[S:33][C:32]([CH3:34])=[N:31][C:30]=2[C:35]([N:3]2[CH2:4][C@H:5]3[C@H:1]([CH2:8][CH2:7][CH2:6]3)[C@H:2]2[CH2:9][NH:10][C:11]([C:13]2[N:20]3[C:16]([S:17][CH:18]=[CH:19]3)=[N:15][C:14]=2[CH3:21])=[O:12])=[O:36])[CH:26]=[CH:27][CH:28]=1, predict the reactants needed to synthesize it. The reactants are: [C@H:1]12[CH2:8][CH2:7][CH2:6][C@H:5]1[CH2:4][NH:3][C@@H:2]2[CH2:9][NH:10][C:11]([C:13]1[N:20]2[C:16]([S:17][CH:18]=[CH:19]2)=[N:15][C:14]=1[CH3:21])=[O:12].[Cl:22][C:23]1[CH:24]=[C:25]([C:29]2[S:33][C:32]([CH3:34])=[N:31][C:30]=2[C:35](O)=[O:36])[CH:26]=[CH:27][CH:28]=1. (8) The reactants are: [Cl:1][C:2]1[CH:3]=[CH:4][C:5]([CH3:29])=[C:6]([C@H:8]([O:22][CH2:23][C:24](OCC)=[O:25])[C@@H:9]2[CH2:14][CH2:13][CH2:12][N:11]([C:15]([O:17][C:18]([CH3:21])([CH3:20])[CH3:19])=[O:16])[CH2:10]2)[CH:7]=1.[BH4-].[Na+]. Given the product [Cl:1][C:2]1[CH:3]=[CH:4][C:5]([CH3:29])=[C:6]([C@H:8]([O:22][CH2:23][CH2:24][OH:25])[C@@H:9]2[CH2:14][CH2:13][CH2:12][N:11]([C:15]([O:17][C:18]([CH3:20])([CH3:21])[CH3:19])=[O:16])[CH2:10]2)[CH:7]=1, predict the reactants needed to synthesize it. (9) Given the product [CH2:1]([O:8][C:9]1[CH:14]=[CH:13][C:12]([CH2:15][C:16]([Cl:25])=[N:17][OH:19])=[CH:11][CH:10]=1)[C:2]1[CH:7]=[CH:6][CH:5]=[CH:4][CH:3]=1, predict the reactants needed to synthesize it. The reactants are: [CH2:1]([O:8][C:9]1[CH:14]=[CH:13][C:12]([CH2:15][CH2:16][N+:17]([O-:19])=O)=[CH:11][CH:10]=1)[C:2]1[CH:7]=[CH:6][CH:5]=[CH:4][CH:3]=1.O1CCCC1.[Cl:25]CCl.C([Li])CCC. (10) The reactants are: II.[CH3:3][C:4]([CH3:9])([CH3:8])[CH2:5][CH2:6]Br.[C:10]([C:12]1[CH:19]=[CH:18][C:15]([CH:16]=[O:17])=[CH:14][CH:13]=1)#[N:11]. Given the product [CH3:3][C:4]([CH3:9])([CH3:8])[CH2:5][CH2:6][C:16]([C:15]1[CH:18]=[CH:19][C:12]([C:10]#[N:11])=[CH:13][CH:14]=1)=[O:17], predict the reactants needed to synthesize it.